Dataset: Forward reaction prediction with 1.9M reactions from USPTO patents (1976-2016). Task: Predict the product of the given reaction. (1) The product is: [F:33][C:11]([F:10])([CH2:26][C:27]1[CH:32]=[CH:31][CH:30]=[CH:29][CH:28]=1)[CH2:12][C@H:13]([NH:17][C:18]([N:20]1[CH2:21][CH2:22][O:23][CH2:24][CH2:25]1)=[O:19])[C:14](=[O:15])[NH:2][C@@:3]([CH2:4][OH:5])([CH3:9])[CH2:6][CH2:7][CH3:8]. Given the reactants Cl.[NH2:2][C@@:3]([CH3:9])([CH2:6][CH2:7][CH3:8])[CH2:4][OH:5].[F:10][C:11]([F:33])([CH2:26][C:27]1[CH:32]=[CH:31][CH:30]=[CH:29][CH:28]=1)[CH2:12][C@H:13]([NH:17][C:18]([N:20]1[CH2:25][CH2:24][O:23][CH2:22][CH2:21]1)=[O:19])[C:14](O)=[O:15].CCN=C=NCCCN(C)C.C1C=CC2N(O)N=NC=2C=1.C(N(C(C)C)CC)(C)C, predict the reaction product. (2) Given the reactants Cl[C:2]1[C:11]2[CH2:10][CH2:9][CH2:8]C[C:6]=2[N:5]=[C:4]([CH3:12])[CH:3]=1.[CH3:13]B1OB(C)OB(C)O1.[C:22](=[O:25])([O-])[O-].[K+].[K+], predict the reaction product. The product is: [CH3:12][C:4]1[CH:3]=[C:2]([CH3:13])[C:11]2[CH2:10][CH2:9][CH2:8][C:22](=[O:25])[C:6]=2[N:5]=1. (3) Given the reactants [F:1][C:2]([F:18])([C:12]1[CH:17]=[CH:16][CH:15]=[CH:14][CH:13]=1)[C:3](=[O:11])[CH2:4]P(=O)(OC)OC.CC(C)([O-])C.[K+].[CH3:25][O:26][C:27]1[CH:41]=[CH:40][C:30]([CH2:31][N:32]2[C:36](=[O:37])[CH2:35][CH2:34][C@@H:33]2[CH:38]=O)=[CH:29][CH:28]=1, predict the reaction product. The product is: [F:18][C:2]([F:1])([C:12]1[CH:13]=[CH:14][CH:15]=[CH:16][CH:17]=1)[C:3](=[O:11])/[CH:4]=[CH:38]/[C@@H:33]1[N:32]([CH2:31][C:30]2[CH:29]=[CH:28][C:27]([O:26][CH3:25])=[CH:41][CH:40]=2)[C:36](=[O:37])[CH2:35][CH2:34]1. (4) The product is: [O:8]1[C:12]2[CH:13]=[CH:14][CH:15]=[CH:16][C:11]=2[C:10]([NH:17][C:18]([N:20]2[CH2:25][CH2:24][N:23]([C:41](=[O:42])[CH2:40][CH2:39][C:33]3[CH:38]=[CH:37][CH:36]=[CH:35][CH:34]=3)[CH2:22][CH2:21]2)=[O:19])=[N:9]1. Given the reactants FC(F)(F)C(O)=O.[O:8]1[C:12]2[CH:13]=[CH:14][CH:15]=[CH:16][C:11]=2[C:10]([NH:17][C:18]([N:20]2[CH2:25][CH2:24][NH:23][CH2:22][CH2:21]2)=[O:19])=[N:9]1.C(N(CC)CC)C.[C:33]1([CH2:39][CH2:40][C:41](Cl)=[O:42])[CH:38]=[CH:37][CH:36]=[CH:35][CH:34]=1.O, predict the reaction product. (5) Given the reactants [NH2:1][C:2]1[CH:11]=[CH:10][CH:9]=[C:8]2[C:3]=1[CH:4]=[CH:5][N:6]=[CH:7]2.[NH2:12][C:13]1[CH:17]=[C:16]([CH3:18])[NH:15][N:14]=1.C[N:20](C=O)C, predict the reaction product. The product is: [CH:7]1[C:8]2[C:3](=[C:2]([NH:1][N:20]=[C:17]3[C:16]([CH3:18])=[N:15][N:14]=[C:13]3[NH2:12])[CH:11]=[CH:10][CH:9]=2)[CH:4]=[CH:5][N:6]=1. (6) Given the reactants N1C=CN=C1.[C:6]([Si:10]([CH3:13])([CH3:12])Cl)([CH3:9])([CH3:8])[CH3:7].[CH3:14][C:15]([CH3:21])([CH2:18][C:19]#[CH:20])[CH2:16][OH:17], predict the reaction product. The product is: [C:6]([Si:10]([O:17][CH2:16][C:15]([CH3:21])([CH3:14])[CH2:18][C:19]#[CH:20])([CH3:13])[CH3:12])([CH3:9])([CH3:8])[CH3:7]. (7) Given the reactants [CH:1]([C:4]1[CH:9]=[C:8]([C:10]#[N:11])[N:7]=[C:6]2[C:12]([CH3:16])=[N:13][N:14]([CH3:15])[C:5]=12)([CH3:3])[CH3:2].C1COCC1.Cl, predict the reaction product. The product is: [CH:1]([C:4]1[CH:9]=[C:8]([CH2:10][NH2:11])[N:7]=[C:6]2[C:12]([CH3:16])=[N:13][N:14]([CH3:15])[C:5]=12)([CH3:3])[CH3:2].